Dataset: Experimentally validated miRNA-target interactions with 360,000+ pairs, plus equal number of negative samples. Task: Binary Classification. Given a miRNA mature sequence and a target amino acid sequence, predict their likelihood of interaction. (1) The miRNA is mmu-miR-3091-5p with sequence CAUGGGUCUGGUUGGGCCCGC. The protein sequence of the target gene is MEKVQYLTRSAIRRASTIEMPQQARQNLQNLFINFCLILICLLLICIIVMLL. Result: 0 (no interaction). (2) The miRNA is mmu-miR-9-5p with sequence UCUUUGGUUAUCUAGCUGUAUGA. The protein sequence of the target gene is MSVLGEYERHCDSINSDFGSESGGGGDSGPGPSAVPGPRAGGGAAEQEELHYIPIRVLGRGAFGEATLYRRTEDDSLVVWKEVDLTRLSEKERRDALNEIVILALLQHDNIIAYYNHFMDNTTLLIELEYCNGGNLYDKILRQKDKLFEEEMVVWYLFQIVSAVSCIHKAGILHRDIKTLNIFLTKANLIKLGDYGLAKKLNSEYSMAETLVGTPYYMSPELCQGVKYNFKSDIWAVGCVIFELLTLKRTFDATNPLNLCVKIVQGIRAMEVDSSQYSLELIQLVHACLDQDPEQRPAAD.... Result: 1 (interaction). (3) The miRNA is hsa-miR-4749-3p with sequence CGCCCCUCCUGCCCCCACAG. Result: 0 (no interaction). The protein sequence of the target gene is MADAFVGTWKLVDSKNFDDYMKSLGVGFATRQVASMTKPTTIIEKNGDTITIKTHSTFKNTEISFQLGVEFDEVTADDRKVKSVVTLDGGKLVHVQKWDGQETTLTRELSDGKLILTLTHGNVVSTRTYEKEA. (4) The miRNA is mmu-miR-3076-5p with sequence CACAGGGGAAGCUCAGUGCCAGCC. The protein sequence of the target gene is MSRSVALAVLALLSLSGLEAIQRTPKIQVYSRHPAENGKSNFLNCYVSGFHPSDIEVDLLKNGERIEKVEHSDLSFSKDWSFYLLYYTEFTPTEKDEYACRVNHVTLSQPKIVKWDRDM. Result: 0 (no interaction). (5) The protein sequence of the target gene is MADAAATAGAGGSGTRSGSKQSTNPADNYHLARRRTLQVVVSSLLTEAGFESAEKASVETLTEMLQSYISEIGRSAKSYCEHTARTQPTLSDIVVTLVEMGFNVDTLPAYAKRSQRMVITAPPVTNQPVTPKALTAGQNRPHPPHIPSHFPEFPDPHTYIKTPTYREPVSDYQVLREKAASQRRDVERALTRFMAKTGETQSLFKDDVSTFPLIAARPFTIPYLTALLPSELEMQQMEETDSSEQDEQTDTENLALHISMEDSGAEKENTSVLQQNPSLSGSRNGEENIIDNPYLRPVKK.... The miRNA is mmu-miR-154-5p with sequence UAGGUUAUCCGUGUUGCCUUCG. Result: 0 (no interaction).